From a dataset of Forward reaction prediction with 1.9M reactions from USPTO patents (1976-2016). Predict the product of the given reaction. (1) Given the reactants [CH:1]1[C:11]2[CH2:10][C:9]3([CH2:15][CH2:14][CH:13]([N:16]4[CH2:21][CH:20]=[C:19]([C:22]([O:24]C)=[O:23])[CH2:18][CH2:17]4)[CH2:12]3)[C:8]3[CH:26]=[CH:27][CH:28]=[CH:29][C:7]=3[O:6][C:5]=2[CH:4]=[CH:3][CH:2]=1.O.[OH-].[Li+], predict the reaction product. The product is: [CH:1]1[C:11]2[CH2:10][C:9]3([CH2:15][CH2:14][CH:13]([N:16]4[CH2:17][CH:18]=[C:19]([C:22]([OH:24])=[O:23])[CH2:20][CH2:21]4)[CH2:12]3)[C:8]3[CH:26]=[CH:27][CH:28]=[CH:29][C:7]=3[O:6][C:5]=2[CH:4]=[CH:3][CH:2]=1. (2) Given the reactants [NH:1]1[C:5]2[CH:6]=[CH:7][CH:8]=[CH:9][C:4]=2[N:3]=[C:2]1[C:10]1[CH:11]=[C:12]([NH:17][C:18]([C:20]2[CH:25]=[CH:24][C:23]([C:26]3[CH:31]=[CH:30][C:29]([C:32]([F:35])([F:34])[F:33])=[CH:28][CH:27]=3)=[CH:22][C:21]=2[NH2:36])=[O:19])[CH:13]=[CH:14][C:15]=1[Cl:16].[CH:37](OCC)(OCC)OCC, predict the reaction product. The product is: [NH:1]1[C:5]2[CH:6]=[CH:7][CH:8]=[CH:9][C:4]=2[N:3]=[C:2]1[C:10]1[CH:11]=[C:12]([N:17]2[C:18](=[O:19])[C:20]3[C:21](=[CH:22][C:23]([C:26]4[CH:31]=[CH:30][C:29]([C:32]([F:35])([F:33])[F:34])=[CH:28][CH:27]=4)=[CH:24][CH:25]=3)[N:36]=[CH:37]2)[CH:13]=[CH:14][C:15]=1[Cl:16]. (3) The product is: [CH3:25][O:28][C:12]([C:11]1[CH:5]=[CH:6][C:7]([CH:8]=[CH2:15])=[CH:9][CH:10]=1)([CH3:14])[CH3:13]. Given the reactants CC(=C)C.[CH3:5]/[CH:6]=[C:7](/[CH:9]=[CH:10]/[CH:11]=[C:12]([CH3:14])[CH3:13])\[CH3:8].[CH3:15]C(=CC=CC(C)=CC)C.[C:25](=[O:28])(O)[O-].[Na+], predict the reaction product.